This data is from Catalyst prediction with 721,799 reactions and 888 catalyst types from USPTO. The task is: Predict which catalyst facilitates the given reaction. (1) Reactant: FC1C=CC(C2C(=O)C3C(=CC=CC=3)OC=2)=CC=1.Cl[Pd:20]Cl.[C:22]1([P:28]([C:35]2[CH:40]=[CH:39][CH:38]=[CH:37][CH:36]=2)[C:29]2[CH:34]=[CH:33][CH:32]=[CH:31][CH:30]=2)[CH:27]=[CH:26][CH:25]=[CH:24][CH:23]=1.O.NN.N#N. Product: [C:35]1([P:28]([C:22]2[CH:23]=[CH:24][CH:25]=[CH:26][CH:27]=2)[C:29]2[CH:34]=[CH:33][CH:32]=[CH:31][CH:30]=2)[CH:36]=[CH:37][CH:38]=[CH:39][CH:40]=1.[C:35]1([P:28]([C:22]2[CH:23]=[CH:24][CH:25]=[CH:26][CH:27]=2)[C:29]2[CH:34]=[CH:33][CH:32]=[CH:31][CH:30]=2)[CH:36]=[CH:37][CH:38]=[CH:39][CH:40]=1.[C:35]1([P:28]([C:22]2[CH:23]=[CH:24][CH:25]=[CH:26][CH:27]=2)[C:29]2[CH:34]=[CH:33][CH:32]=[CH:31][CH:30]=2)[CH:36]=[CH:37][CH:38]=[CH:39][CH:40]=1.[C:35]1([P:28]([C:22]2[CH:23]=[CH:24][CH:25]=[CH:26][CH:27]=2)[C:29]2[CH:34]=[CH:33][CH:32]=[CH:31][CH:30]=2)[CH:36]=[CH:37][CH:38]=[CH:39][CH:40]=1.[Pd:20]. The catalyst class is: 16. (2) Reactant: C(N(CC)C(=O)[S:5][C:6]1[CH:11]=[C:10]([C:12]([F:15])([F:14])[F:13])[CH:9]=[C:8]([F:16])[CH:7]=1)C.[OH-].[Na+].Cl. Product: [F:16][C:8]1[CH:7]=[C:6]([SH:5])[CH:11]=[C:10]([C:12]([F:13])([F:14])[F:15])[CH:9]=1. The catalyst class is: 88. (3) Reactant: [Cl:1][C:2]1[C:10]2[N:9]=[C:8]3[N:11]([C:15]4[CH:20]=[CH:19][C:18]([Cl:21])=[CH:17][C:16]=4[Cl:22])[CH2:12][CH2:13][CH2:14][N:7]3[C:6]=2[C:5]([C:23](=O)[CH2:24][CH3:25])=[CH:4][CH:3]=1.Cl.[CH3:28][O:29][NH2:30].N1C=CC=CC=1. Product: [CH3:28][O:29]/[N:30]=[C:23](\[C:5]1[C:6]2[N:7]3[CH2:14][CH2:13][CH2:12][N:11]([C:15]4[CH:20]=[CH:19][C:18]([Cl:21])=[CH:17][C:16]=4[Cl:22])[C:8]3=[N:9][C:10]=2[C:2]([Cl:1])=[CH:3][CH:4]=1)/[CH2:24][CH3:25]. The catalyst class is: 8. (4) Reactant: COC1C=C(OC)C=CC=1C[N:6]([C:30]1[S:34][N:33]=[CH:32][N:31]=1)[S:7]([C:10]1[CH:29]=[CH:28][C:13]2[N:14]([C@@H:18]([C:22]3[CH:27]=[CH:26][CH:25]=[CH:24][CH:23]=3)[CH2:19][CH2:20][F:21])[C:15](=[O:17])[O:16][C:12]=2[CH:11]=1)(=[O:9])=[O:8].FC(F)(F)C(O)=O. Product: [F:21][CH2:20][CH2:19][C@@H:18]([N:14]1[C:13]2[CH:28]=[CH:29][C:10]([S:7]([NH:6][C:30]3[S:34][N:33]=[CH:32][N:31]=3)(=[O:8])=[O:9])=[CH:11][C:12]=2[O:16][C:15]1=[O:17])[C:22]1[CH:23]=[CH:24][CH:25]=[CH:26][CH:27]=1. The catalyst class is: 4. (5) Reactant: [NH:1]1[C:5]2[CH:6]=[CH:7][CH:8]=[CH:9][C:4]=2[N:3]=[C:2]1[C:10]1[C:11](N)=[N:12][CH:13]=[CH:14][N:15]=1.[ClH:17].N([O-])=O.[Na+].C([O-])([O-])=O.[K+].[K+]. Product: [Cl:17][C:11]1[C:10]([C:2]2[NH:3][C:4]3[CH:9]=[CH:8][CH:7]=[CH:6][C:5]=3[N:1]=2)=[N:15][CH:14]=[CH:13][N:12]=1. The catalyst class is: 6. (6) Reactant: [CH:1]1[CH:6]=[C:5]([NH:7][C:8]2[N:13]=[CH:12][CH:11]=[CH:10][CH:9]=2)[N:4]=[CH:3][CH:2]=1.C(#N)C.C(N(CC)CC)C.[CH3:24][C:25]([CH3:30])([CH3:29])[C:26](Cl)=[O:27]. Product: [CH3:24][C:25]([CH3:30])([CH3:29])[C:26]([N:7]([C:5]1[CH:6]=[CH:1][CH:2]=[CH:3][N:4]=1)[C:8]1[CH:9]=[CH:10][CH:11]=[CH:12][N:13]=1)=[O:27]. The catalyst class is: 6.